Dataset: Forward reaction prediction with 1.9M reactions from USPTO patents (1976-2016). Task: Predict the product of the given reaction. (1) Given the reactants [N:1]1[CH:2]=[CH:3][N:4]2[C:9]=1[CH:8]=[CH:7][C:6]([C:10]1[CH:11]=[C:12]([C:17]([F:20])([F:19])[F:18])[C:13]([NH2:16])=[N:14][CH:15]=1)=[N:5]2.[Br:21]N1C(=O)CCC1=O, predict the reaction product. The product is: [Br:21][C:3]1[N:4]2[N:5]=[C:6]([C:10]3[CH:11]=[C:12]([C:17]([F:18])([F:20])[F:19])[C:13]([NH2:16])=[N:14][CH:15]=3)[CH:7]=[CH:8][C:9]2=[N:1][CH:2]=1. (2) Given the reactants [Br:1][C:2]1[C:7]([F:8])=[CH:6][C:5]([CH2:9][OH:10])=[C:4]([Cl:11])[CH:3]=1.C(N(CC)CC)C.[CH3:19][S:20](Cl)(=O)=[O:21], predict the reaction product. The product is: [CH3:19][S:20]([O:10][CH2:9][C:5]1[CH:6]=[C:7]([F:8])[C:2]([Br:1])=[CH:3][C:4]=1[Cl:11])=[O:21]. (3) Given the reactants [CH3:1][O:2][C:3]1[CH:4]=[C:5]([CH:9]=[CH:10][C:11]=1[O:12][CH3:13])[C:6](Cl)=[O:7].[NH2:14][C:15]1[CH:20]=[CH:19][C:18]([C:21]([CH3:25])([CH3:24])[C:22]#[N:23])=[CH:17][CH:16]=1.C(N(CC)CC)C, predict the reaction product. The product is: [C:22]([C:21]([CH3:25])([CH3:24])[C:18]1[CH:19]=[CH:20][C:15]([NH:14][C:6](=[O:7])[C:5]2[CH:9]=[CH:10][C:11]([O:12][CH3:13])=[C:3]([O:2][CH3:1])[CH:4]=2)=[CH:16][CH:17]=1)#[N:23]. (4) Given the reactants [CH2:1]([O:3][C:4]1[CH:5]=[C:6]([S:10]([C:13]2[S:17][C:16]([NH:18][C:19]3[CH:24]=[C:23]([C:25]#[C:26][CH2:27][O:28][CH3:29])[N:22]=[C:21]([CH3:30])[N:20]=3)=[N:15][CH:14]=2)(=[O:12])=[O:11])[CH:7]=[CH:8][CH:9]=1)[CH3:2], predict the reaction product. The product is: [CH2:1]([O:3][C:4]1[CH:5]=[C:6]([S:10]([C:13]2[S:17][C:16]([NH:18][C:19]3[CH:24]=[C:23]([CH2:25][CH2:26][CH2:27][O:28][CH3:29])[N:22]=[C:21]([CH3:30])[N:20]=3)=[N:15][CH:14]=2)(=[O:12])=[O:11])[CH:7]=[CH:8][CH:9]=1)[CH3:2]. (5) Given the reactants CCC([O-])(C)C.[Na+].C(O)CC.C[N:13](C)[CH2:14][CH2:15][C@@H:16](C1SC=CC=1)O.FC1C2C(=CC=CC=2)C=CC=1.O.O.[C:37]([OH:42])(=[O:41])[C:38]([OH:40])=[O:39], predict the reaction product. The product is: [C:37]([OH:42])(=[O:41])[C:38]([OH:40])=[O:39].[CH2:14]([NH2:13])[CH2:15][CH3:16]. (6) Given the reactants [Cl:1][C:2]1[C:3]2[N:4]([C:15](=[O:18])[NH:16][N:17]=2)[N:5]=[CH:6][C:7]=1[C:8]1[CH:13]=[CH:12][C:11]([Cl:14])=[CH:10][CH:9]=1.C([O-])([O-])=O.[K+].[K+].Cl[CH2:26][C:27]1[CH:32]=[N:31][CH:30]=[CH:29][N:28]=1, predict the reaction product. The product is: [Cl:1][C:2]1[C:3]2[N:4]([C:15](=[O:18])[N:16]([CH2:26][C:27]3[CH:32]=[N:31][CH:30]=[CH:29][N:28]=3)[N:17]=2)[N:5]=[CH:6][C:7]=1[C:8]1[CH:13]=[CH:12][C:11]([Cl:14])=[CH:10][CH:9]=1. (7) The product is: [CH3:33][O:34][CH2:35][C:36]([CH3:44])([CH3:43])[C:37]([C:2]1[C:10]2[C:5](=[N:6][CH:7]=[C:8]([C:11]3[CH:16]=[C:15]([O:17][CH3:18])[C:14]([O:19][CH3:20])=[C:13]([O:21][CH3:22])[CH:12]=3)[N:9]=2)[NH:4][CH:3]=1)=[O:38]. Given the reactants I[C:2]1[C:10]2[C:5](=[N:6][CH:7]=[C:8]([C:11]3[CH:16]=[C:15]([O:17][CH3:18])[C:14]([O:19][CH3:20])=[C:13]([O:21][CH3:22])[CH:12]=3)[N:9]=2)[N:4]([Si](C(C)C)(C(C)C)C(C)C)[CH:3]=1.[CH3:33][O:34][CH2:35][C:36]([CH3:44])([CH3:43])[C:37](N(OC)C)=[O:38], predict the reaction product.